This data is from Forward reaction prediction with 1.9M reactions from USPTO patents (1976-2016). The task is: Predict the product of the given reaction. (1) Given the reactants CC1C=CC(S(O[CH2:12][CH:13]2[CH2:17][C:16]3[CH:18]=[C:19]([Cl:30])[CH:20]=[C:21]([C:22]4[C:27]([CH3:28])=[CH:26][CH:25]=[CH:24][C:23]=4[CH3:29])[C:15]=3[O:14]2)(=O)=O)=CC=1.[CH2:31]([NH2:34])[CH2:32][CH3:33], predict the reaction product. The product is: [Cl:30][C:19]1[CH:20]=[C:21]([C:22]2[C:27]([CH3:28])=[CH:26][CH:25]=[CH:24][C:23]=2[CH3:29])[C:15]2[O:14][CH:13]([CH2:12][NH:34][CH2:31][CH2:32][CH3:33])[CH2:17][C:16]=2[CH:18]=1. (2) Given the reactants [C:1]([C:4]1[O:5][C:6]([C:12]2[CH:17]=[CH:16][CH:15]=[CH:14][CH:13]=2)=[CH:7][C:8](=[O:11])[C:9]=1[OH:10])(=[O:3])[CH3:2].C(=O)([O-])[O-].[K+].[K+].[CH2:24](Br)[C:25]1[CH:30]=[CH:29][CH:28]=[CH:27][CH:26]=1.CN(C=O)C, predict the reaction product. The product is: [C:1]([C:4]1[O:5][C:6]([C:12]2[CH:17]=[CH:16][CH:15]=[CH:14][CH:13]=2)=[CH:7][C:8](=[O:11])[C:9]=1[O:10][CH2:24][C:25]1[CH:30]=[CH:29][CH:28]=[CH:27][CH:26]=1)(=[O:3])[CH3:2].